Dataset: Forward reaction prediction with 1.9M reactions from USPTO patents (1976-2016). Task: Predict the product of the given reaction. (1) Given the reactants [C:1]([NH:9][C:10]1[CH:15]=[CH:14][C:13]([C@@H:16]2[CH2:18][C@H:17]2[NH:19]C(=O)OC(C)(C)C)=[CH:12][C:11]=1[CH3:27])(=[O:8])[C:2]1[CH:7]=[CH:6][CH:5]=[CH:4][CH:3]=1.[ClH:28].COC1CCCC1, predict the reaction product. The product is: [ClH:28].[NH2:19][C@@H:17]1[CH2:18][C@H:16]1[C:13]1[CH:14]=[CH:15][C:10]([NH:9][C:1](=[O:8])[C:2]2[CH:7]=[CH:6][CH:5]=[CH:4][CH:3]=2)=[C:11]([CH3:27])[CH:12]=1. (2) The product is: [Br:41][C:42]1[CH:47]=[CH:46][C:45]([O:21][CH2:20][CH2:19][C:16]2[CH:17]=[CH:18][N:13]=[CH:14][CH:15]=2)=[CH:44][CH:43]=1. Given the reactants N(C(OCC)=O)=NC(OCC)=O.[N:13]1[CH:18]=[CH:17][C:16]([CH2:19][CH2:20][OH:21])=[CH:15][CH:14]=1.C1(P(C2C=CC=CC=2)C2C=CC=CC=2)C=CC=CC=1.[Br:41][C:42]1[CH:47]=[CH:46][C:45](O)=[CH:44][CH:43]=1, predict the reaction product. (3) Given the reactants [OH:1][C:2]1[CH:7]=[CH:6][C:5]([C:8]([F:11])([F:10])[F:9])=[CH:4][C:3]=1[C:12]1[CH2:16][CH2:15][CH2:14][C:13]=1[C:17]1[N:22]=[C:21]([C:23]([OH:25])=[O:24])[CH:20]=[N:19][CH:18]=1.[F:26][C:27]1[CH:34]=[C:33]([F:35])[CH:32]=[C:31]([F:36])[C:28]=1[CH2:29]Br.C(=O)([O-])[O-].[K+].[K+].[I-].[K+], predict the reaction product. The product is: [F:11][C:8]([F:9])([F:10])[C:5]1[CH:6]=[CH:7][C:2]([O:1][CH2:29][C:28]2[C:27]([F:26])=[CH:34][C:33]([F:35])=[CH:32][C:31]=2[F:36])=[C:3]([C:12]2[CH2:16][CH2:15][CH2:14][C:13]=2[C:17]2[N:22]=[C:21]([C:23]([OH:25])=[O:24])[CH:20]=[N:19][CH:18]=2)[CH:4]=1.